Predict the product of the given reaction. From a dataset of Forward reaction prediction with 1.9M reactions from USPTO patents (1976-2016). Given the reactants [NH2:1][C:2]1[CH:11]=[CH:10][C:5]([C:6]([O:8]C)=[O:7])=[CH:4][C:3]=1[NH:12][C:13](=[O:22])[C:14]1[CH:19]=[CH:18][C:17]([O:20][CH3:21])=[CH:16][CH:15]=1.[OH-].[Na+].C1COCC1.Cl, predict the reaction product. The product is: [NH2:1][C:2]1[CH:11]=[CH:10][C:5]([C:6]([OH:8])=[O:7])=[CH:4][C:3]=1[NH:12][C:13](=[O:22])[C:14]1[CH:19]=[CH:18][C:17]([O:20][CH3:21])=[CH:16][CH:15]=1.